From a dataset of Reaction yield outcomes from USPTO patents with 853,638 reactions. Predict the reaction yield, written as a fraction of the theoretical maximum amount of product (1.0 means a 100% yield; for example, 0.34 means a 34% yield). The reactants are [C@H:1]12[NH:8][C@H:5]([CH2:6][CH2:7]1)[CH2:4][C:3](=[O:9])[CH2:2]2.[F:10][C:11]([F:22])([F:21])[C:12](O[C:12](=[O:13])[C:11]([F:22])([F:21])[F:10])=[O:13]. The catalyst is N1C=CC=CC=1. The product is [F:10][C:11]([F:22])([F:21])[C:12]([N:8]1[C@H:5]2[CH2:6][CH2:7][C@@H:1]1[CH2:2][C:3](=[O:9])[CH2:4]2)=[O:13]. The yield is 0.700.